This data is from Reaction yield outcomes from USPTO patents with 853,638 reactions. The task is: Predict the reaction yield, written as a fraction of the theoretical maximum amount of product (1.0 means a 100% yield; for example, 0.34 means a 34% yield). (1) The reactants are [CH3:1][C:2]1([CH3:53])[CH2:11][CH:10]([O:12][Si](C(C)C)(C(C)C)C(C)C)[C:9]2[C:4](=[CH:5][CH:6]=[C:7]([N:23]3[C:28](=[O:29])[C:27]([CH2:30][C:31]4[CH:36]=[CH:35][C:34]([C:37]5[CH:42]=[CH:41][CH:40]=[CH:39][C:38]=5[C:43]5[NH:47][C:46](=[O:48])[O:45][N:44]=5)=[CH:33][CH:32]=4)=[C:26]([CH2:49][CH2:50][CH3:51])[N:25]=[C:24]3[CH3:52])[CH:8]=2)[O:3]1.[F-].C([N+](CCCC)(CCCC)CCCC)CCC. The catalyst is O1CCCC1.C(OCC)(=O)C. The product is [OH:12][CH:10]1[C:9]2[C:4](=[CH:5][CH:6]=[C:7]([N:23]3[C:28](=[O:29])[C:27]([CH2:30][C:31]4[CH:32]=[CH:33][C:34]([C:37]5[CH:42]=[CH:41][CH:40]=[CH:39][C:38]=5[C:43]5[NH:47][C:46](=[O:48])[O:45][N:44]=5)=[CH:35][CH:36]=4)=[C:26]([CH2:49][CH2:50][CH3:51])[N:25]=[C:24]3[CH3:52])[CH:8]=2)[O:3][C:2]([CH3:1])([CH3:53])[CH2:11]1. The yield is 0.950. (2) The reactants are [Cl:1][C:2]1[CH:7]=[C:6]([C:8]([C:13]2[CH:18]=[CH:17][C:16]([C:19]#[C:20][CH:21]([OH:26])[C:22]([CH3:25])([CH3:24])[CH3:23])=[C:15]([Cl:27])[CH:14]=2)([CH2:11][CH3:12])[CH2:9][CH3:10])[CH:5]=[CH:4][C:3]=1[OH:28]. The catalyst is C(OCC)(=O)C.[Pd]. The product is [Cl:1][C:2]1[CH:7]=[C:6]([C:8]([C:13]2[CH:18]=[CH:17][C:16]([CH2:19][CH2:20][CH:21]([OH:26])[C:22]([CH3:24])([CH3:23])[CH3:25])=[C:15]([Cl:27])[CH:14]=2)([CH2:11][CH3:12])[CH2:9][CH3:10])[CH:5]=[CH:4][C:3]=1[OH:28]. The yield is 0.990. (3) The reactants are [C:1]([O:5][C:6]([N:8]1[CH2:12][C@@H:11]([O:13][C:14]2[CH:23]=[CH:22][C:21]3[C:16](=[CH:17][CH:18]=[CH:19][CH:20]=3)[CH:15]=2)[CH2:10][C@H:9]1[CH2:24][OH:25])=[O:7])([CH3:4])([CH3:3])[CH3:2].O[C:27]1[CH:36]=[CH:35][C:30]([C:31]([O:33][CH3:34])=[O:32])=[CH:29][CH:28]=1.C1C=CC(P(C2C=CC=CC=2)C2C=CC=CC=2)=CC=1.CC(OC(/N=N/C(OC(C)C)=O)=O)C. The catalyst is C1COCC1. The product is [C:1]([O:5][C:6]([N:8]1[CH2:12][C@@H:11]([O:13][C:14]2[CH:23]=[CH:22][C:21]3[C:16](=[CH:17][CH:18]=[CH:19][CH:20]=3)[CH:15]=2)[CH2:10][C@H:9]1[CH2:24][O:25][C:27]1[CH:36]=[CH:35][C:30]([C:31]([O:33][CH3:34])=[O:32])=[CH:29][CH:28]=1)=[O:7])([CH3:4])([CH3:3])[CH3:2]. The yield is 0.930. (4) The reactants are [N+:1]([C:4]1[CH:12]=[C:11]2[C:7]([CH:8]=[CH:9][NH:10]2)=[CH:6][CH:5]=1)([O-:3])=[O:2].[NH:13]1[C:21]2[C:16](=[CH:17]C=CC=2)[CH:15]=[CH:14]1.[H-].[Na+].S([O-])(=O)(=O)C.C[N:30](C=O)C. No catalyst specified. The product is [N+:1]([C:4]1[CH:12]=[C:11]2[C:7]([CH:8]=[CH:9][N:10]2[CH2:15][C:16]2[CH:21]=[N:13][CH:14]=[N:30][CH:17]=2)=[CH:6][CH:5]=1)([O-:3])=[O:2]. The yield is 0.390.